This data is from hERG channel blocking data for cardiac toxicity assessment. The task is: Regression/Classification. Given a drug SMILES string, predict its toxicity properties. Task type varies by dataset: regression for continuous values (e.g., LD50, hERG inhibition percentage) or binary classification for toxic/non-toxic outcomes (e.g., AMES mutagenicity, cardiotoxicity, hepatotoxicity). Dataset: herg. The drug is Cc1nc2c(=O)n(CC3(c4ccccc4)CC3)ccn2c1Br. The result is 1 (blocker).